This data is from Full USPTO retrosynthesis dataset with 1.9M reactions from patents (1976-2016). The task is: Predict the reactants needed to synthesize the given product. (1) Given the product [CH3:1][O:2][C:3]1[C:4]([C:23]2[CH:28]=[CH:27][CH:26]=[CH:25][C:24]=2[O:29][CH3:30])=[CH:5][C:6]2[C:12]([C:13]3[CH:14]=[C:15]([CH:18]=[CH:19][CH:20]=3)[C:16]#[N:17])=[N:11][CH2:10][C:9](=[O:21])[N:8]([CH2:31][CH2:32][CH3:33])[C:7]=2[CH:22]=1, predict the reactants needed to synthesize it. The reactants are: [CH3:1][O:2][C:3]1[C:4]([C:23]2[CH:28]=[CH:27][CH:26]=[CH:25][C:24]=2[O:29][CH3:30])=[CH:5][C:6]2[C:12]([C:13]3[CH:14]=[C:15]([CH:18]=[CH:19][CH:20]=3)[C:16]#[N:17])=[N:11][CH2:10][C:9](=[O:21])[NH:8][C:7]=2[CH:22]=1.[CH2:31](I)[CH2:32][CH3:33]. (2) Given the product [Cl:1][C:2]1[CH:3]=[C:4]([C:8]2[C:9](=[O:23])[N:10]([CH2:18][CH:19]3[CH2:22][CH2:21][CH2:20]3)[C:11]3[CH2:12][CH2:13][N:14]([S:34]([CH3:33])(=[O:36])=[O:35])[CH2:15][C:16]=3[CH:17]=2)[CH:5]=[CH:6][CH:7]=1, predict the reactants needed to synthesize it. The reactants are: [Cl:1][C:2]1[CH:3]=[C:4]([C:8]2[C:9](=[O:23])[N:10]([CH2:18][CH:19]3[CH2:22][CH2:21][CH2:20]3)[C:11]3[CH2:12][CH2:13][NH:14][CH2:15][C:16]=3[CH:17]=2)[CH:5]=[CH:6][CH:7]=1.CCN(C(C)C)C(C)C.[CH3:33][S:34](Cl)(=[O:36])=[O:35]. (3) The reactants are: [C:1]([C:3]1[CH:25]=[CH:24][C:6]([O:7][C:8]2[CH:13]=[C:12]([O:14][C:15]3[CH:20]=[CH:19][C:18]([C:21]#[N:22])=[CH:17][CH:16]=3)[CH:11]=[CH:10][C:9]=2[NH2:23])=[CH:5][CH:4]=1)#[N:2].[CH:26]1[C:35]2[C:30](=[CH:31][CH:32]=[CH:33][CH:34]=2)[CH:29]=[CH:28][C:27]=1[S:36](Cl)(=[O:38])=[O:37].C(N(CC)C(C)C)(C)C. Given the product [C:1]([C:3]1[CH:25]=[CH:24][C:6]([O:7][C:8]2[CH:13]=[C:12]([O:14][C:15]3[CH:20]=[CH:19][C:18]([C:21]#[N:22])=[CH:17][CH:16]=3)[CH:11]=[CH:10][C:9]=2[NH:23][S:36]([C:27]2[CH:28]=[CH:29][C:30]3[C:35](=[CH:34][CH:33]=[CH:32][CH:31]=3)[CH:26]=2)(=[O:38])=[O:37])=[CH:5][CH:4]=1)#[N:2], predict the reactants needed to synthesize it. (4) Given the product [F:1][C:2]1([B:18]([OH:19])[OH:17])[CH:7]=[CH:6][CH:5]=[C:4]2[O:8][CH2:9][O:10][CH:3]12, predict the reactants needed to synthesize it. The reactants are: [F:1][C:2]1[CH:7]=[CH:6][CH:5]=[C:4]2[O:8][CH2:9][O:10][C:3]=12.C([Li])CCC.C[O:17][B:18](OC)[O:19]C.